From a dataset of Peptide-MHC class I binding affinity with 185,985 pairs from IEDB/IMGT. Regression. Given a peptide amino acid sequence and an MHC pseudo amino acid sequence, predict their binding affinity value. This is MHC class I binding data. (1) The peptide sequence is RRSPFLQVF. The MHC is HLA-B27:05 with pseudo-sequence HLA-B27:05. The binding affinity (normalized) is 0.758. (2) The peptide sequence is IGYRLGMGK. The MHC is HLA-A02:03 with pseudo-sequence HLA-A02:03. The binding affinity (normalized) is 0.0847. (3) The peptide sequence is AAVKAGAAL. The MHC is HLA-B15:01 with pseudo-sequence HLA-B15:01. The binding affinity (normalized) is 0.587. (4) The peptide sequence is ILHCANFNV. The MHC is HLA-A03:01 with pseudo-sequence HLA-A03:01. The binding affinity (normalized) is 0.184.